Dataset: Forward reaction prediction with 1.9M reactions from USPTO patents (1976-2016). Task: Predict the product of the given reaction. The product is: [CH2:1]([O:11][CH2:12][CH2:13][CH2:14][CH2:27][CH2:28][CH2:29][CH2:30][CH2:31][CH2:32][CH3:33])[CH2:2][CH2:3][CH2:4][CH2:5][CH2:6][CH2:7][CH2:8][CH2:9][CH3:10].[CH2:1]([O:11][CH2:12][CH2:13][CH2:14][OH:15])[CH2:2][CH2:3][CH2:4][CH2:5][CH2:6][CH2:7][CH2:8][CH2:9][CH3:10]. Given the reactants [CH2:1]([O:11][CH2:12][CH2:13][CH2:14][OH:15])[CH2:2][CH2:3][CH2:4][CH2:5][CH2:6][CH2:7][CH2:8][CH2:9][CH3:10].[H-].[Na+].[Na+].[I-].C(O)CCO.[H][H].[CH2:27](Cl)[CH2:28][CH2:29][CH2:30][CH2:31][CH2:32][CH2:33]CCC, predict the reaction product.